From a dataset of Experimentally validated miRNA-target interactions with 360,000+ pairs, plus equal number of negative samples. Binary Classification. Given a miRNA mature sequence and a target amino acid sequence, predict their likelihood of interaction. The miRNA is hsa-miR-124-3p with sequence UAAGGCACGCGGUGAAUGCCAA. The protein sequence of the target gene is MSGELSNRFQGGKAFGLLKARQERRLAEINREFLCDQKYSDEENLPEKLTAFKEKYMEFDLNNEGEIDLMSLKRMMEKLGVPKTHLEMKKMISEVTGGVSDTISYRDFVNMMLGKRSAVLKLVMMFEGKANESSPKPVGPPPERDIASLP. Result: 1 (interaction).